The task is: Predict the reaction yield, written as a fraction of the theoretical maximum amount of product (1.0 means a 100% yield; for example, 0.34 means a 34% yield).. This data is from Reaction yield outcomes from USPTO patents with 853,638 reactions. The catalyst is C(=O)(O)[O-].[Na+]. The yield is 0.590. The reactants are C=O.[CH3:3][C:4]1[S:13][C:12]2[NH:11][C:10]3[CH:14]=[CH:15][CH:16]=[CH:17][C:9]=3[N:8]=[C:7]([N:18]3[CH2:23][CH2:22][NH:21][C@@H:20]([CH2:24][CH2:25][C:26]4[CH:30]=[CH:29][S:28][CH:27]=4)[CH2:19]3)[C:6]=2[CH:5]=1.[C:31](O[BH-](OC(=O)C)OC(=O)C)(=O)C.[Na+].C(Cl)[Cl:46]. The product is [ClH:46].[ClH:46].[CH3:3][C:4]1[S:13][C:12]2[NH:11][C:10]3[CH:14]=[CH:15][CH:16]=[CH:17][C:9]=3[N:8]=[C:7]([N:18]3[CH2:23][CH2:22][N:21]([CH3:31])[C@@H:20]([CH2:24][CH2:25][C:26]4[CH:30]=[CH:29][S:28][CH:27]=4)[CH2:19]3)[C:6]=2[CH:5]=1.